From a dataset of Reaction yield outcomes from USPTO patents with 853,638 reactions. Predict the reaction yield, written as a fraction of the theoretical maximum amount of product (1.0 means a 100% yield; for example, 0.34 means a 34% yield). (1) The reactants are [Cl:1][C:2]1[CH:3]=[C:4]([NH:9][C:10]2[C:19]3[C:14](=[CH:15][C:16]([O:23][CH3:24])=[C:17]([N+:20]([O-])=O)[CH:18]=3)[N:13]=[CH:12][N:11]=2)[CH:5]=[CH:6][C:7]=1[F:8]. The catalyst is [Ni].C1COCC1. The product is [Cl:1][C:2]1[CH:3]=[C:4]([NH:9][C:10]2[C:19]3[C:14](=[CH:15][C:16]([O:23][CH3:24])=[C:17]([NH2:20])[CH:18]=3)[N:13]=[CH:12][N:11]=2)[CH:5]=[CH:6][C:7]=1[F:8]. The yield is 0.990. (2) The reactants are [CH3:1][C:2]([C:4]1[CH:9]=[CH:8][C:7]([C:10]([F:13])([F:12])[F:11])=[CH:6][CH:5]=1)=[O:3].Br.[OH2:15]. The catalyst is CS(C)=O. The product is [F:13][C:10]([F:11])([F:12])[C:7]1[CH:8]=[CH:9][C:4]([C:2](=[O:3])[CH:1]=[O:15])=[CH:5][CH:6]=1. The yield is 0.590. (3) The reactants are [C:1]([OH:5])(=O)[CH2:2][OH:3].[Cl:6][C:7]1[CH:8]=[C:9]([NH:21][C:22]2[C:31]3[C:26](=[CH:27][CH:28]=[CH:29][C:30]=3[O:32][CH2:33][CH2:34][NH:35][CH2:36][CH2:37][O:38][CH3:39])[N:25]=[CH:24][N:23]=2)[CH:10]=[CH:11][C:12]=1[O:13][CH2:14][C:15]1[CH:20]=[CH:19][CH:18]=[CH:17][N:16]=1. No catalyst specified. The product is [Cl:6][C:7]1[CH:8]=[C:9]([NH:21][C:22]2[C:31]3[C:26](=[CH:27][CH:28]=[CH:29][C:30]=3[O:32][CH2:33][CH2:34][N:35]([CH2:36][CH2:37][O:38][CH3:39])[C:1](=[O:5])[CH2:2][OH:3])[N:25]=[CH:24][N:23]=2)[CH:10]=[CH:11][C:12]=1[O:13][CH2:14][C:15]1[CH:20]=[CH:19][CH:18]=[CH:17][N:16]=1. The yield is 0.270. (4) The reactants are [Br:1][C:2]1[N:6]2[N:7]=[C:8](F)[CH:9]=[CH:10][C:5]2=[N:4][CH:3]=1.[O:12]1[CH2:17][CH2:16][CH:15]([NH2:18])[CH2:14][CH2:13]1.C(=O)([O-])[O-].[Cs+].[Cs+]. The yield is 0.800. The catalyst is CN(C=O)C. The product is [Br:1][C:2]1[N:6]2[N:7]=[C:8]([NH:18][CH:15]3[CH2:16][CH2:17][O:12][CH2:13][CH2:14]3)[CH:9]=[CH:10][C:5]2=[N:4][CH:3]=1. (5) No catalyst specified. The yield is 0.150. The product is [CH3:16][N:15]([CH2:14][C:11]1[CH:12]=[CH:13][C:8]([O:7][CH:5]2[CH2:6][N:3]([C:31]([C:29]3[O:30][C:26]([C:20]4[CH:21]=[CH:22][CH:23]=[CH:24][CH:25]=4)=[N:27][N:28]=3)=[O:32])[CH2:4]2)=[C:9]([F:19])[C:10]=1[F:18])[CH3:17]. The reactants are Cl.Cl.[NH:3]1[CH2:6][CH:5]([O:7][C:8]2[CH:13]=[CH:12][C:11]([CH2:14][N:15]([CH3:17])[CH3:16])=[C:10]([F:18])[C:9]=2[F:19])[CH2:4]1.[C:20]1([C:26]2[O:30][C:29]([C:31](OCC)=[O:32])=[N:28][N:27]=2)[CH:25]=[CH:24][CH:23]=[CH:22][CH:21]=1. (6) The product is [CH3:1][O:2][C:3]([C@@H:5]1[CH2:9][CH2:8][CH2:7][C@@H:6]1[CH:10]1[O:14][N:13]=[C:12]([C:15]2[CH:20]=[CH:19][C:18]([O:21][CH2:23][C:24]3[C:33]4[C:28](=[CH:29][CH:30]=[CH:31][CH:32]=4)[N:27]=[C:26]([CH3:34])[CH:25]=3)=[CH:17][CH:16]=2)[CH2:11]1)=[O:4]. The reactants are [CH3:1][O:2][C:3]([C@@H:5]1[CH2:9][CH2:8][CH2:7][C@@H:6]1[CH:10]1[O:14][N:13]=[C:12]([C:15]2[CH:20]=[CH:19][C:18]([OH:21])=[CH:17][CH:16]=2)[CH2:11]1)=[O:4].Cl[CH2:23][C:24]1[C:33]2[C:28](=[CH:29][CH:30]=[CH:31][CH:32]=2)[N:27]=[C:26]([CH3:34])[CH:25]=1.C(=O)([O-])[O-].[K+].[K+].[I-].[K+]. No catalyst specified. The yield is 0.470. (7) The reactants are [CH2:1]([N:5]1[C:17]2[C:16]3[CH:15]=[CH:14][CH:13]=[CH:12][C:11]=3[N:10]=[C:9]([NH2:18])[C:8]=2[N:7]=[CH:6]1)[CH:2]([CH3:4])[CH3:3].CCN(CC)CC.[C:26](O[C:26]([O:27][CH2:28][CH2:29][CH2:30][CH2:31][CH3:32])=[O:33])(=[O:33])[O:27][CH2:28][CH2:29][CH2:30][CH2:31][CH3:32]. The catalyst is C(Cl)(Cl)Cl. The product is [CH2:28]([O:27][C:26](=[O:33])[NH:18][C:9]1[C:8]2[N:7]=[CH:6][N:5]([CH2:1][CH:2]([CH3:4])[CH3:3])[C:17]=2[C:16]2[CH:15]=[CH:14][CH:13]=[CH:12][C:11]=2[N:10]=1)[CH2:29][CH2:30][CH2:31][CH3:32]. The yield is 0.230. (8) The reactants are [F:1][C:2]([F:11])([F:10])[C:3]1[CH:9]=[CH:8][C:6]([NH2:7])=[CH:5][CH:4]=1.O=[C:13]([CH2:19][CH3:20])[CH2:14][C:15]([O:17][CH3:18])=[O:16].C1(C)C=CC=CC=1. The catalyst is O.C1(C)C=CC(S(O)(=O)=O)=CC=1.O. The product is [F:1][C:2]([F:10])([F:11])[C:3]1[CH:9]=[CH:8][C:6]([NH:7][C:13]([CH2:19][CH3:20])=[CH:14][C:15]([O:17][CH3:18])=[O:16])=[CH:5][CH:4]=1. The yield is 0.758. (9) The reactants are [Br:1][C:2]1[CH:3]=[C:4]2[C:9](=C[CH:11]=1)[NH:8][C:7](=[O:12])[CH2:6][NH:5]2.[H-].[Na+].[Cl:15][C:16]1[C:23]([F:24])=[CH:22][CH:21]=[C:20]([F:25])[C:17]=1[CH2:18]Br.C[N:27](C=O)C. No catalyst specified. The product is [Br:1][C:2]1[CH:11]=[N:27][C:9]2[NH:8][C:7](=[O:12])[CH2:6][N:5]([CH2:18][C:17]3[C:20]([F:25])=[CH:21][CH:22]=[C:23]([F:24])[C:16]=3[Cl:15])[C:4]=2[CH:3]=1. The yield is 0.710.